Dataset: HIV replication inhibition screening data with 41,000+ compounds from the AIDS Antiviral Screen. Task: Binary Classification. Given a drug SMILES string, predict its activity (active/inactive) in a high-throughput screening assay against a specified biological target. (1) The compound is C=CCc1cc(OC)c(O)c(C(=O)C=Cc2ccc(OC)c(OC)c2)c1. The result is 0 (inactive). (2) The compound is CCCCOC(=Nc1ccccc1)N(c1ccccc1)c1ccccc1. The result is 0 (inactive).